Dataset: Peptide-MHC class I binding affinity with 185,985 pairs from IEDB/IMGT. Task: Regression. Given a peptide amino acid sequence and an MHC pseudo amino acid sequence, predict their binding affinity value. This is MHC class I binding data. (1) The peptide sequence is ATAGLTHM. The MHC is Mamu-B17 with pseudo-sequence Mamu-B17. The binding affinity (normalized) is 0. (2) The peptide sequence is VMVKNQATI. The MHC is H-2-Kb with pseudo-sequence H-2-Kb. The binding affinity (normalized) is 0.631. (3) The peptide sequence is LLSKNTFYL. The MHC is HLA-A69:01 with pseudo-sequence HLA-A69:01. The binding affinity (normalized) is 0.419. (4) The peptide sequence is WAASAETPL. The MHC is HLA-A02:19 with pseudo-sequence HLA-A02:19. The binding affinity (normalized) is 0.0847. (5) The peptide sequence is HLTWSHAGY. The MHC is HLA-B08:01 with pseudo-sequence HLA-B08:01. The binding affinity (normalized) is 0.0847. (6) The peptide sequence is VQQGIVRQR. The MHC is HLA-A11:01 with pseudo-sequence HLA-A11:01. The binding affinity (normalized) is 0.165. (7) The peptide sequence is GTFKSVAVK. The MHC is HLA-A02:03 with pseudo-sequence HLA-A02:03. The binding affinity (normalized) is 0.0847.